Dataset: Full USPTO retrosynthesis dataset with 1.9M reactions from patents (1976-2016). Task: Predict the reactants needed to synthesize the given product. (1) Given the product [N:15]1([C:12]2[CH:11]=[CH:10][C:9]([C:22]3[CH:23]=[C:24]4[C:28](=[CH:29][CH:30]=3)[N:27]([CH:31]3[CH2:36][CH2:35][N:34]([C:37]5[N:42]=[CH:41][C:40]([CH2:43][CH3:44])=[CH:39][N:38]=5)[CH2:33][CH2:32]3)[CH:26]=[CH:25]4)=[CH:14][CH:13]=2)[CH:19]=[N:18][N:17]=[N:16]1, predict the reactants needed to synthesize it. The reactants are: CC1(C)C(C)(C)OB([C:9]2[CH:14]=[CH:13][C:12]([N:15]3[CH:19]=[N:18][N:17]=[N:16]3)=[CH:11][CH:10]=2)O1.Br[C:22]1[CH:23]=[C:24]2[C:28](=[CH:29][CH:30]=1)[N:27]([CH:31]1[CH2:36][CH2:35][N:34]([C:37]3[N:42]=[CH:41][C:40]([CH2:43][CH3:44])=[CH:39][N:38]=3)[CH2:33][CH2:32]1)[CH:26]=[CH:25]2. (2) Given the product [Cl:1][C:2]1[C:3]([C:33]([F:36])([F:35])[F:34])=[C:4]([CH:30]=[CH:31][CH:32]=1)[CH2:5][N:6]1[C:11](=[O:12])[C:10]([C:13]([O:15][CH2:16][CH3:17])=[O:14])=[CH:9][N:8]([C:18]2[CH:28]=[CH:27][C:21]3[N:22]([CH3:26])[C:23](=[O:25])[N:24]([CH2:38][CH3:39])[C:20]=3[CH:19]=2)[C:7]1=[O:29], predict the reactants needed to synthesize it. The reactants are: [Cl:1][C:2]1[C:3]([C:33]([F:36])([F:35])[F:34])=[C:4]([CH:30]=[CH:31][CH:32]=1)[CH2:5][N:6]1[C:11](=[O:12])[C:10]([C:13]([O:15][CH2:16][CH3:17])=[O:14])=[CH:9][N:8]([C:18]2[CH:28]=[CH:27][C:21]3[N:22]([CH3:26])[C:23](=[O:25])[NH:24][C:20]=3[CH:19]=2)[C:7]1=[O:29].I[CH2:38][CH3:39].C(=O)([O-])[O-].[K+].[K+].[I-].[K+]. (3) Given the product [CH3:40][CH:41]1[CH2:50][C:49]2[C:44](=[CH:45][CH:46]=[C:47]([CH2:51][CH2:52][N:53]3[CH2:58][CH2:57][N:56]([C:13](=[O:15])[CH2:12][C:9]4[CH:8]=[CH:7][C:6]([N:1]5[CH:5]=[N:4][N:3]=[N:2]5)=[CH:11][CH:10]=4)[CH:55]([CH3:59])[CH2:54]3)[CH:48]=2)[C:43](=[O:60])[O:42]1, predict the reactants needed to synthesize it. The reactants are: [N:1]1([C:6]2[CH:11]=[CH:10][C:9]([CH2:12][C:13]([OH:15])=O)=[CH:8][CH:7]=2)[CH:5]=[N:4][N:3]=[N:2]1.CN(C(ON1N=NC2C=CC=NC1=2)=[N+](C)C)C.F[P-](F)(F)(F)(F)F.[CH3:40][CH:41]1[CH2:50][C:49]2[C:44](=[CH:45][CH:46]=[C:47]([CH2:51][CH2:52][N:53]3[CH2:58][CH2:57][NH:56][CH:55]([CH3:59])[CH2:54]3)[CH:48]=2)[C:43](=[O:60])[O:42]1.CCN(C(C)C)C(C)C. (4) Given the product [N:11]1[NH:10][C:15](=[O:16])[CH:14]=[C:13]2[CH2:17][CH2:18][CH2:19][O:20][C:12]=12, predict the reactants needed to synthesize it. The reactants are: COC1C=CC(C[N:10]2[C:15](=[O:16])[CH:14]=[C:13]3[CH2:17][CH2:18][CH2:19][O:20][C:12]3=[N:11]2)=CC=1.C1(OC)C=CC=CC=1. (5) Given the product [ClH:23].[NH2:8][C@@H:9]([CH:20]([CH3:22])[CH3:21])[C:10]([C@H:12]1[C@H:16]([CH3:17])[C:15](=[O:18])[NH:14][C:13]1=[O:19])=[O:11], predict the reactants needed to synthesize it. The reactants are: C(OC([NH:8][C@@H:9]([CH:20]([CH3:22])[CH3:21])[C:10]([C@H:12]1[C@H:16]([CH3:17])[C:15](=[O:18])[NH:14][C:13]1=[O:19])=[O:11])=O)(C)(C)C.[ClH:23]. (6) Given the product [Cl:31][C:21]1[N:10]2[CH:11]=[CH:12][C:13]([C:15]3[CH:16]=[N:17][CH:18]=[CH:19][CH:20]=3)=[CH:14][C:9]2=[N:8][C:7]=1[NH:6][C:4]([NH:3][CH2:1][CH3:2])=[O:5], predict the reactants needed to synthesize it. The reactants are: [CH2:1]([NH:3][C:4]([NH:6][C:7]1[N:8]=[C:9]2[CH:14]=[C:13]([C:15]3[CH:16]=[N:17][CH:18]=[CH:19][CH:20]=3)[CH:12]=[CH:11][N:10]2[CH:21]=1)=[O:5])[CH3:2].C1(OC([Cl:31])=O)C=CC=CC=1. (7) Given the product [F:16][C:15]([F:18])([F:17])[C:2]([CH:3]=[N:25][C:24]1[CH:26]=[CH:27][C:21]([C:19]#[N:20])=[C:22]([C:28]([F:29])([F:30])[F:31])[CH:23]=1)([OH:1])[CH2:5][C:6]([C:8]1[CH:13]=[CH:12][CH:11]=[CH:10][CH:9]=1)([CH3:14])[CH3:7], predict the reactants needed to synthesize it. The reactants are: [OH:1][C:2]([C:15]([F:18])([F:17])[F:16])([CH2:5][C:6]([CH3:14])([C:8]1[CH:13]=[CH:12][CH:11]=[CH:10][CH:9]=1)[CH3:7])[CH:3]=O.[C:19]([C:21]1[CH:27]=[CH:26][C:24]([NH2:25])=[CH:23][C:22]=1[C:28]([F:31])([F:30])[F:29])#[N:20].